Dataset: Full USPTO retrosynthesis dataset with 1.9M reactions from patents (1976-2016). Task: Predict the reactants needed to synthesize the given product. (1) Given the product [CH3:25][N:2]([CH3:1])[CH2:3][CH2:4][N:5]1[C:9]([CH3:10])=[C:8]([C:11]2[NH:12][C:13]3[C:18]([C:19]=2/[CH:20]=[C:37]2\[O:38][C:34]4[CH:33]=[CH:32][C:31]([NH:30][C:28]([NH:27][CH3:26])=[O:29])=[CH:40][C:35]=4[C:36]\2=[O:39])=[CH:17][C:16]([O:22][CH3:23])=[CH:15][CH:14]=3)[C:7]([CH3:24])=[N:6]1, predict the reactants needed to synthesize it. The reactants are: [CH3:1][N:2]([CH3:25])[CH2:3][CH2:4][N:5]1[C:9]([CH3:10])=[C:8]([C:11]2[NH:12][C:13]3[C:18]([C:19]=2[CH:20]=O)=[CH:17][C:16]([O:22][CH3:23])=[CH:15][CH:14]=3)[C:7]([CH3:24])=[N:6]1.[CH3:26][NH:27][C:28]([NH:30][C:31]1[CH:32]=[CH:33][C:34]2[O:38][CH2:37][C:36](=[O:39])[C:35]=2[CH:40]=1)=[O:29].CCOC(C)=O. (2) Given the product [C:1]([O:5][C:6]([N:8]1[CH2:13][CH2:12][C:11](=[CH:14][C:20]2[S:16][C:17]3[CH:27]=[CH:26][CH:25]=[CH:24][C:18]=3[CH:19]=2)[CH2:10][CH2:9]1)=[O:7])([CH3:4])([CH3:3])[CH3:2], predict the reactants needed to synthesize it. The reactants are: [C:1]([O:5][C:6]([N:8]1[CH2:13][CH2:12][C:11](=[CH:14]Br)[CH2:10][CH2:9]1)=[O:7])([CH3:4])([CH3:3])[CH3:2].[S:16]1[C:20](B(O)O)=[CH:19][C:18]2[CH:24]=[CH:25][CH:26]=[CH:27][C:17]1=2.C([O-])([O-])=O.[K+].[K+].[Li+].[Cl-]. (3) Given the product [CH2:26]1[C:34]2[C:29](=[CH:30][CH:31]=[CH:32][CH:33]=2)[CH2:28][N:27]1[C:22]([C:18]1[CH:17]=[CH:16][C:15]2[C:20](=[CH:21][C:12]3[CH2:11][C:3]4([C:4]5[C:5](=[N:6][CH:7]=[CH:8][CH:9]=5)[NH:10][C:2]4=[O:1])[CH2:25][C:13]=3[CH:14]=2)[N:19]=1)=[O:24], predict the reactants needed to synthesize it. The reactants are: [O:1]=[C:2]1[NH:10][C:5]2=[N:6][CH:7]=[CH:8][CH:9]=[C:4]2[C:3]21[CH2:25][C:13]1[CH:14]=[C:15]3[C:20](=[CH:21][C:12]=1[CH2:11]2)[N:19]=[C:18]([C:22]([OH:24])=O)[CH:17]=[CH:16]3.[CH2:26]1[C:34]2[C:29](=[CH:30][CH:31]=[CH:32][CH:33]=2)[CH2:28][NH:27]1.C(Cl)CCl.C1C=CC2N(O)N=NC=2C=1.C(N(CC)C(C)C)(C)C. (4) Given the product [Cl:1][C:2]1[CH:7]=[N:6][C:5]([N:8]=[C:9]=[S:10])=[CH:4][N:3]=1, predict the reactants needed to synthesize it. The reactants are: [Cl:1][C:2]1[N:3]=[CH:4][C:5]([NH2:8])=[N:6][CH:7]=1.[C:9](N1C=CC=CC1=O)(N1C=CC=CC1=O)=[S:10]. (5) The reactants are: [CH3:1][N:2]([CH3:19])[C:3]1[N:8]=[CH:7][N:6]=[C:5]([NH:9][C:10]2[CH:18]=[CH:17][C:13]([C:14]([OH:16])=[O:15])=[CH:12][CH:11]=2)[CH:4]=1.[Si](C=[N+]=[N-])(C)(C)[CH3:21]. Given the product [CH3:21][O:15][C:14](=[O:16])[C:13]1[CH:17]=[CH:18][C:10]([NH:9][C:5]2[CH:4]=[C:3]([N:2]([CH3:19])[CH3:1])[N:8]=[CH:7][N:6]=2)=[CH:11][CH:12]=1, predict the reactants needed to synthesize it. (6) Given the product [CH3:26][C:25]1[CH:24]([S:23][C:13]2[NH:14][C:15]([C:16]3[CH:21]=[CH:20][N:19]=[C:18]([OH:22])[CH:17]=3)=[C:11]([C:8]3[CH:9]=[CH:10][C:5]([F:4])=[CH:6][CH:7]=3)[N:12]=2)[C:28]([CH3:29])=[N:3][N:2]=1, predict the reactants needed to synthesize it. The reactants are: O.[NH2:2][NH2:3].[F:4][C:5]1[CH:10]=[CH:9][C:8]([C:11]2[N:12]=[C:13]([S:23][CH:24]([C:28](=O)[CH3:29])[C:25](=O)[CH3:26])[NH:14][C:15]=2[C:16]2[CH:21]=[CH:20][N:19]=[C:18]([OH:22])[CH:17]=2)=[CH:7][CH:6]=1.C(=O)([O-])[O-].[K+].[K+].C1COCC1. (7) Given the product [CH2:1]([N:3]([CH2:30][CH3:31])[C:4]1[CH:5]=[C:6]([CH:27]=[CH:28][CH:29]=1)[O:7][C:8]1[CH:13]=[CH:12][CH:11]=[CH:10][C:9]=1[NH:14][S:15]([C:18]1[CH:26]=[CH:25][C:21]([C:22]([NH:47][C@H:44]2[CH2:45][CH2:46][C@H:41]([CH2:40][CH2:39][N:34]3[CH2:38][CH2:37][CH2:36][CH2:35]3)[CH2:42][CH2:43]2)=[O:24])=[CH:20][CH:19]=1)(=[O:16])=[O:17])[CH3:2], predict the reactants needed to synthesize it. The reactants are: [CH2:1]([N:3]([CH2:30][CH3:31])[C:4]1[CH:5]=[C:6]([CH:27]=[CH:28][CH:29]=1)[O:7][C:8]1[CH:13]=[CH:12][CH:11]=[CH:10][C:9]=1[NH:14][S:15]([C:18]1[CH:26]=[CH:25][C:21]([C:22]([OH:24])=O)=[CH:20][CH:19]=1)(=[O:17])=[O:16])[CH3:2].Cl.Cl.[N:34]1([CH2:39][CH2:40][C@H:41]2[CH2:46][CH2:45][C@H:44]([NH2:47])[CH2:43][CH2:42]2)[CH2:38][CH2:37][CH2:36][CH2:35]1. (8) Given the product [NH:41]1[C:42]2[CH:47]=[CH:46][CH:45]=[CH:44][C:43]=2[N:48]=[C:12]1[CH:11]([NH:10][C:8](=[O:9])[O:7][C:3]([CH3:6])([CH3:5])[CH3:4])[CH2:15][C:16]1[CH:21]=[CH:20][C:19]([CH:22]([F:24])[F:23])=[CH:18][CH:17]=1, predict the reactants needed to synthesize it. The reactants are: N#N.[C:3]([O:7][C:8]([NH:10][CH:11]([CH2:15][C:16]1[CH:21]=[CH:20][C:19]([CH:22]([F:24])[F:23])=[CH:18][CH:17]=1)[C:12](O)=O)=[O:9])([CH3:6])([CH3:5])[CH3:4].C(N1CCOCC1)C.CN(C(O[N:41]1N=[N:48][C:43]2[CH:44]=[CH:45][CH:46]=[CH:47][C:42]1=2)=[N+](C)C)C.[B-](F)(F)(F)F.C1(N)C(N)=CC=CC=1. (9) Given the product [C:28]([CH2:30][CH2:31][CH2:32][CH2:33][CH2:34][C:35]#[C:36][C:2]1[N:3]=[C:4]([NH2:20])[C:5]2[N:6]=[CH:7][N:8]([C:18]=2[N:19]=1)[C@@H:9]1[O:17][C@H:14]([CH2:15][OH:16])[C@@H:12]([OH:13])[C@H:10]1[OH:11])#[N:29], predict the reactants needed to synthesize it. The reactants are: I[C:2]1[N:3]=[C:4]([NH2:20])[C:5]2[N:6]=[CH:7][N:8]([C:18]=2[N:19]=1)[C@@H:9]1[O:17][C@H:14]([CH2:15][OH:16])[C@@H:12]([OH:13])[C@H:10]1[OH:11].C(N(CC)CC)C.[C:28]([CH2:30][CH2:31][CH2:32][CH2:33][CH2:34][C:35]#[CH:36])#[N:29].